Dataset: Retrosynthesis with 50K atom-mapped reactions and 10 reaction types from USPTO. Task: Predict the reactants needed to synthesize the given product. (1) Given the product COC[C@H](C)Oc1cc(Oc2cnc(S(C)(=O)=O)cn2)cc(-c2ccc(C(=O)NC[C@H](O)CO)[nH]2)c1, predict the reactants needed to synthesize it. The reactants are: COC[C@H](C)Oc1cc(Oc2cnc(S(C)(=O)=O)cn2)cc(-c2ccc(C(=O)O)[nH]2)c1.NC[C@H](O)CO. (2) Given the product Cc1cc(C(=O)N2Cc3cnn(C)c3Nc3ccccc32)ccc1CC(=O)N1CCN(CC2CCC2)CC1, predict the reactants needed to synthesize it. The reactants are: Cc1cc(C(=O)O)ccc1CC(=O)N1CCN(CC2CCC2)CC1.Cn1ncc2c1Nc1ccccc1NC2. (3) The reactants are: Cc1cc(I)cc(C)c1Br.Cc1ccc(B(O)O)cn1. Given the product Cc1ccc(-c2cc(C)c(Br)c(C)c2)cn1, predict the reactants needed to synthesize it. (4) The reactants are: C1CCNCC1.Cn1cnc2c(Oc3cccc(Cl)c3)ncc(C(=O)O)c21. Given the product Cn1cnc2c(Oc3cccc(Cl)c3)ncc(C(=O)N3CCCCC3)c21, predict the reactants needed to synthesize it. (5) The reactants are: O=[N+]([O-])c1ccc(CNC[C@H]2CCCO2)cc1. Given the product Nc1ccc(CNC[C@H]2CCCO2)cc1, predict the reactants needed to synthesize it. (6) Given the product CCc1cc(OCC=C(Cl)Cl)cc(CC)c1OCCCCOCC=O, predict the reactants needed to synthesize it. The reactants are: CCOC(COCCCCOc1c(CC)cc(OCC=C(Cl)Cl)cc1CC)OCC.